Task: Predict the product of the given reaction.. Dataset: Forward reaction prediction with 1.9M reactions from USPTO patents (1976-2016) (1) Given the reactants [CH:1]([C:3]1[CH:13]=[C:12]([O:14][CH3:15])[C:11]([O:16][CH3:17])=[CH:10][C:4]=1[C:5](N(C)C)=[O:6])=[O:2].[C-]#N.[K+].C1OCCOCCOCCOCCOCCOC1.C[Si]([C:43]#[N:44])(C)C.C(=O)(O)[O-].[Na+], predict the reaction product. The product is: [CH3:15][O:14][C:12]1[CH:13]=[C:3]2[C:4](=[CH:10][C:11]=1[O:16][CH3:17])[CH:5]([C:43]#[N:44])[O:6][C:1]2=[O:2]. (2) Given the reactants O[C:2]1[C:11]([NH:12][C:13](=[O:26])[C:14]2[CH:19]=[CH:18][C:17]([C:20]3[CH:25]=[CH:24][N:23]=[CH:22][CH:21]=3)=[CH:16][CH:15]=2)=[CH:10][CH:9]=[CH:8][C:3]=1[C:4]([O:6][CH3:7])=[O:5].C(=O)(O)[O-].[Na+], predict the reaction product. The product is: [N:23]1[CH:24]=[CH:25][C:20]([C:17]2[CH:16]=[CH:15][C:14]([C:13]3[O:26][C:2]4[C:3]([C:4]([O:6][CH3:7])=[O:5])=[CH:8][CH:9]=[CH:10][C:11]=4[N:12]=3)=[CH:19][CH:18]=2)=[CH:21][CH:22]=1.